From a dataset of Reaction yield outcomes from USPTO patents with 853,638 reactions. Predict the reaction yield, written as a fraction of the theoretical maximum amount of product (1.0 means a 100% yield; for example, 0.34 means a 34% yield). (1) The reactants are [F:1][C:2]1[CH:10]=[CH:9][CH:8]=[C:7]([I:11])[C:3]=1[C:4]([OH:6])=[O:5].O[Li].O.S(OC)(O[CH3:19])(=O)=O.[NH4+].[Cl-]. The catalyst is C1COCC1. The product is [CH3:19][O:5][C:4](=[O:6])[C:3]1[C:7]([I:11])=[CH:8][CH:9]=[CH:10][C:2]=1[F:1]. The yield is 0.990. (2) The reactants are [CH3:1][O:2][C:3]1[CH:8]=[CH:7][C:6]([N:9]=[C:10](Cl)[C:11]([F:14])([F:13])[F:12])=[CH:5][CH:4]=1.[N-:16]=[N+:17]=[N-:18].[Na+].Cl.C(N(CC)CC)C. The catalyst is C1(C)C=CC=CC=1. The product is [CH3:1][O:2][C:3]1[CH:8]=[CH:7][C:6]([N:9]2[C:10]([C:11]([F:14])([F:13])[F:12])=[N:18][N:17]=[N:16]2)=[CH:5][CH:4]=1. The yield is 0.983.